This data is from Reaction yield outcomes from USPTO patents with 853,638 reactions. The task is: Predict the reaction yield, written as a fraction of the theoretical maximum amount of product (1.0 means a 100% yield; for example, 0.34 means a 34% yield). (1) The reactants are [CH:1]1([CH2:5][N:6]2[CH:14]=[C:13]3[C:8]([CH:9]=[C:10]([C:15]4[CH:16]=[C:17]([CH:25]5[CH2:30][CH2:29][NH:28][CH2:27][CH2:26]5)[N:18]5[C:23]=4[C:22]([NH2:24])=[N:21][CH:20]=[N:19]5)[CH:11]=[CH:12]3)=[N:7]2)[CH2:4][CH2:3][CH2:2]1.ClC[C:33]([N:35]([CH3:37])[CH3:36])=[O:34]. No catalyst specified. The product is [NH2:24][C:22]1[C:23]2=[C:15]([C:10]3[CH:11]=[CH:12][C:13]4[C:8]([CH:9]=3)=[N:7][N:6]([CH2:5][CH:1]3[CH2:2][CH2:3][CH2:4]3)[CH:14]=4)[CH:16]=[C:17]([CH:25]3[CH2:30][CH2:29][N:28]([C:33]([N:35]([CH3:37])[CH3:36])=[O:34])[CH2:27][CH2:26]3)[N:18]2[N:19]=[CH:20][N:21]=1. The yield is 0.850. (2) The reactants are [CH2:1]([O:8][C:9]1[CH:14]=[CH:13][C:12]([CH2:15][C:16]#[C:17][Si](C)(C)C)=[CH:11][CH:10]=1)[C:2]1[CH:7]=[CH:6][CH:5]=[CH:4][CH:3]=1.C(=O)([O-])[O-].[K+].[K+]. The catalyst is CO. The product is [CH2:1]([O:8][C:9]1[CH:10]=[CH:11][C:12]([CH2:15][C:16]#[CH:17])=[CH:13][CH:14]=1)[C:2]1[CH:3]=[CH:4][CH:5]=[CH:6][CH:7]=1. The yield is 0.900. (3) The reactants are C(OC([N:8]1[CH2:12][CH2:11][CH2:10][C@@H:9]1[CH2:13][O:14][C:15]1[CH:20]=[CH:19][C:18]([NH:21][C:22]2[CH:27]=[CH:26][CH:25]=[CH:24][CH:23]=2)=[CH:17][CH:16]=1)=O)(C)(C)C.Cl. The catalyst is O1CCOCC1. The product is [C:22]1([NH:21][C:18]2[CH:19]=[CH:20][C:15]([O:14][CH2:13][C@H:9]3[CH2:10][CH2:11][CH2:12][NH:8]3)=[CH:16][CH:17]=2)[CH:23]=[CH:24][CH:25]=[CH:26][CH:27]=1. The yield is 0.720. (4) The yield is 0.320. The catalyst is CN(C)C=O. The reactants are [Br:1][C:2]1[CH:3]=[C:4]([N+:13]([O-:15])=[O:14])[C:5]([CH3:12])=[C:6]([CH:11]=1)[C:7]([O:9][CH3:10])=[O:8].COC(OC)N(C)C. The product is [Br:1][C:2]1[CH:11]=[C:6]2[C:5]([CH:12]=[CH:10][O:9][C:7]2=[O:8])=[C:4]([N+:13]([O-:15])=[O:14])[CH:3]=1.